From a dataset of Full USPTO retrosynthesis dataset with 1.9M reactions from patents (1976-2016). Predict the reactants needed to synthesize the given product. (1) Given the product [Cl:20][C:6]1[CH:5]=[N:4][CH:3]=[C:2]([Cl:1])[C:7]=1[S:8][C:9]1[S:13][C:12]([C:14]([NH:28][C:24]2[S:25][C:26]([CH3:27])=[C:22]([CH3:21])[N:23]=2)=[O:16])=[CH:11][C:10]=1[N+:17]([O-:19])=[O:18], predict the reactants needed to synthesize it. The reactants are: [Cl:1][C:2]1[CH:3]=[N:4][CH:5]=[C:6]([Cl:20])[C:7]=1[S:8][C:9]1[S:13][C:12]([C:14]([OH:16])=O)=[CH:11][C:10]=1[N+:17]([O-:19])=[O:18].[CH3:21][C:22]1[N:23]=[C:24]([NH2:28])[S:25][C:26]=1[CH3:27]. (2) Given the product [CH3:16][O:15][C:14]1[C:9]2[C:8](=[O:26])[O:7][CH2:1][CH2:2][CH2:3][CH2:4][CH:25]=[CH:24][CH2:23][CH2:22][CH2:21][CH2:20][O:19][C:10]=2[CH:11]=[C:12]([O:17][CH3:18])[CH:13]=1, predict the reactants needed to synthesize it. The reactants are: [CH2:1]([O:7][C:8](=[O:26])[C:9]1[C:14]([O:15][CH3:16])=[CH:13][C:12]([O:17][CH3:18])=[CH:11][C:10]=1[O:19][CH2:20][CH2:21][CH2:22][CH2:23][CH:24]=[CH2:25])[CH2:2][CH2:3][CH2:4]C=C. (3) Given the product [C:1]1([C:7]2[CH:14]=[CH:13][C:20]([C:19]([OH:17])=[O:21])=[CH:9][C:8]=2[CH2:15][CH3:16])[CH2:6][CH2:5][CH2:4][CH2:3][CH:2]=1, predict the reactants needed to synthesize it. The reactants are: [C:1]1([C:7]2[CH:14]=[CH:13]C(C#N)=[CH:9][C:8]=2[CH2:15][CH3:16])[CH2:6][CH2:5][CH2:4][CH2:3][CH:2]=1.[OH-:17].[K+].[CH2:19]([OH:21])[CH3:20]. (4) Given the product [CH:1]1([CH2:7][CH2:8][CH2:9][NH:11][CH3:12])[CH2:6][CH2:5][CH:4]=[CH:3][CH2:2]1, predict the reactants needed to synthesize it. The reactants are: [CH:1]1([CH2:7][CH2:8][C:9]([NH:11][CH3:12])=O)[CH2:6][CH2:5][CH:4]=[CH:3][CH2:2]1.[H-].[Al+3].[Li+].[H-].[H-].[H-]. (5) Given the product [NH2:21][CH:18]1[CH2:17][CH2:16][N:15]([CH2:14][CH2:13][N:10]2[C:11]3[C:6](=[CH:5][CH:4]=[C:3]([O:2][CH3:1])[CH:12]=3)[N:7]=[C:8]([CH3:30])[C:9]2=[O:29])[CH2:20][CH2:19]1, predict the reactants needed to synthesize it. The reactants are: [CH3:1][O:2][C:3]1[CH:12]=[C:11]2[C:6]([N:7]=[C:8]([CH3:30])[C:9](=[O:29])[N:10]2[CH2:13][CH2:14][N:15]2[CH2:20][CH2:19][CH:18]([NH:21]C(=O)OC(C)(C)C)[CH2:17][CH2:16]2)=[CH:5][CH:4]=1.FC(F)(F)C(O)=O.NC1CCN(CCN2C3C(=CC=C(F)C=3)N=CC2=O)CC1. (6) Given the product [CH2:24]([O:23][N:22]=[C:9]([C:3]1[C:2]([Cl:1])=[CH:7][C:6]([Cl:8])=[CH:5][N:4]=1)[CH2:10][NH2:11])[CH2:25][CH3:26], predict the reactants needed to synthesize it. The reactants are: [Cl:1][C:2]1[C:3]([C:9](=[N:22][O:23][CH2:24][CH2:25][CH3:26])[CH2:10][N:11]2C(=O)C3=CC=CC=C3C2=O)=[N:4][CH:5]=[C:6]([Cl:8])[CH:7]=1.O.NN.O. (7) Given the product [ClH:32].[ClH:32].[F:1][C:2]1[CH:21]=[C:20]([F:22])[CH:19]=[CH:18][C:3]=1[CH2:4][N:5]1[CH2:6][CH2:7][NH:8][CH2:9][CH2:10]1, predict the reactants needed to synthesize it. The reactants are: [F:1][C:2]1[CH:21]=[C:20]([F:22])[CH:19]=[CH:18][C:3]=1[CH2:4][N:5]1[CH2:10][CH2:9][N:8](C(OC(C)(C)C)=O)[CH2:7][CH2:6]1.FC(F)(F)C(O)=O.[OH-].[Na+].[ClH:32]. (8) Given the product [Cl:29][C:30]1[CH:36]=[C:35]([O:37][C:38]2[C:39]3[N:46]([CH3:47])[CH:45]=[CH:44][C:40]=3[N:41]=[CH:42][N:43]=2)[CH:34]=[CH:33][C:31]=1[NH:32][C:20]([NH:4][C:3]1[CH:5]=[C:6]([C:9]([F:10])([F:11])[F:12])[CH:7]=[CH:8][C:2]=1[Cl:1])=[O:21], predict the reactants needed to synthesize it. The reactants are: [Cl:1][C:2]1[CH:8]=[CH:7][C:6]([C:9]([F:12])([F:11])[F:10])=[CH:5][C:3]=1[NH2:4].N1C=CC=CC=1.Cl[C:20](OC1C=CC=CC=1)=[O:21].[Cl:29][C:30]1[CH:36]=[C:35]([O:37][C:38]2[C:39]3[N:46]([CH3:47])[CH:45]=[CH:44][C:40]=3[N:41]=[CH:42][N:43]=2)[CH:34]=[CH:33][C:31]=1[NH2:32]. (9) Given the product [CH:1]([C:4]1[C:8]([CH2:9][CH2:10][CH2:11][O:12][C:24]2[C:29]([O:30][CH3:31])=[CH:28][CH:27]=[CH:26][C:25]=2[CH2:32][C:33]([O:35][CH3:36])=[O:34])=[CH:7][N:6]([C:13]2[C:18]([C:19]([F:21])([F:20])[F:22])=[CH:17][CH:16]=[CH:15][N:14]=2)[N:5]=1)([CH3:3])[CH3:2], predict the reactants needed to synthesize it. The reactants are: [CH:1]([C:4]1[C:8]([CH2:9][CH2:10][CH2:11][OH:12])=[CH:7][N:6]([C:13]2[C:18]([C:19]([F:22])([F:21])[F:20])=[CH:17][CH:16]=[CH:15][N:14]=2)[N:5]=1)([CH3:3])[CH3:2].O[C:24]1[C:29]([O:30][CH3:31])=[CH:28][CH:27]=[CH:26][C:25]=1[CH2:32][C:33]([O:35][CH3:36])=[O:34].C(P(CCCC)CCCC)CCC.N(C(N1CCCCC1)=O)=NC(N1CCCCC1)=O. (10) Given the product [CH:1]1([O:9][C:10]2[CH:11]=[C:12]([OH:16])[CH:13]=[CH:14][CH:15]=2)[CH2:2][CH2:7][CH2:6][CH2:5]1, predict the reactants needed to synthesize it. The reactants are: [C:1]([O:9][C:10]1[CH:15]=[CH:14][CH:13]=[C:12]([OH:16])[CH:11]=1)(=O)[C:2]1[CH:7]=[CH:6][CH:5]=CC=1.C1(O)CCCC1.